This data is from Catalyst prediction with 721,799 reactions and 888 catalyst types from USPTO. The task is: Predict which catalyst facilitates the given reaction. (1) Reactant: B(Br)(Br)Br.[CH2:5]([C:7]1[C:12]([C:13]([F:16])([F:15])[F:14])=[CH:11][C:10]([O:17]C)=[CH:9][C:8]=1[O:19]C)[CH3:6].CO. Product: [CH2:5]([C:7]1[C:12]([C:13]([F:14])([F:15])[F:16])=[CH:11][C:10]([OH:17])=[CH:9][C:8]=1[OH:19])[CH3:6]. The catalyst class is: 46. (2) Reactant: [Br:1][C:2]1[C:6]([C:7]([O:9][CH2:10][CH3:11])=[O:8])=[C:5](Br)[N:4]([CH3:13])[N:3]=1.[CH3:14][C:15]1([OH:21])[CH2:20][CH2:19][NH:18][CH2:17][CH2:16]1.O. Product: [Br:1][C:2]1[C:6]([C:7]([O:9][CH2:10][CH3:11])=[O:8])=[C:5]([N:18]2[CH2:19][CH2:20][C:15]([OH:21])([CH3:14])[CH2:16][CH2:17]2)[N:4]([CH3:13])[N:3]=1. The catalyst class is: 60. (3) Reactant: [CH3:1][O:2][C:3](=[O:13])[C:4]1[CH:9]=[C:8]([OH:10])[C:7]([I:11])=[C:6]([NH2:12])[CH:5]=1.[CH2:14](I)[CH3:15].CC(C)([O-])C.[Na+]. Product: [CH3:1][O:2][C:3](=[O:13])[C:4]1[CH:9]=[C:8]([O:10][CH2:14][CH3:15])[C:7]([I:11])=[C:6]([NH2:12])[CH:5]=1. The catalyst class is: 3. (4) Product: [C:7]([C:9]1[CH:10]=[CH:11][C:12]([C:13]([NH:15][C:16]2[CH:17]=[CH:18][C:19]([CH3:32])=[C:20]([NH:22][C:23](=[O:31])[C:24]3[CH:29]=[CH:28][C:27]([O:30][CH2:2][C:3]([O:5][CH3:6])=[O:4])=[CH:26][CH:25]=3)[CH:21]=2)=[O:14])=[CH:33][CH:34]=1)#[N:8]. The catalyst class is: 3. Reactant: Br[CH2:2][C:3]([O:5][CH3:6])=[O:4].[C:7]([C:9]1[CH:34]=[CH:33][C:12]([C:13]([NH:15][C:16]2[CH:17]=[CH:18][C:19]([CH3:32])=[C:20]([NH:22][C:23](=[O:31])[C:24]3[CH:29]=[CH:28][C:27]([OH:30])=[CH:26][CH:25]=3)[CH:21]=2)=[O:14])=[CH:11][CH:10]=1)#[N:8].C(=O)([O-])[O-].[K+].[K+].O. (5) Reactant: [NH2:1][C:2]1[N:7]2[CH:8]=[C:9]([CH2:11][CH3:12])[N:10]=[C:6]2[C:5]([C:13]([OH:15])=O)=[CH:4][C:3]=1[Cl:16].[NH2:17][CH2:18][CH:19]1[CH2:24][CH2:23][N:22](C(OC(C)(C)C)=O)[CH2:21][CH2:20]1.P(C#N)(=O)(OCC)OCC.C(N(C(C)C)CC)(C)C. Product: [NH2:1][C:2]1[N:7]2[CH:8]=[C:9]([CH2:11][CH3:12])[N:10]=[C:6]2[C:5]([C:13]([NH:17][CH2:18][CH:19]2[CH2:24][CH2:23][NH:22][CH2:21][CH2:20]2)=[O:15])=[CH:4][C:3]=1[Cl:16]. The catalyst class is: 9.